Task: Regression. Given two drug SMILES strings and cell line genomic features, predict the synergy score measuring deviation from expected non-interaction effect.. Dataset: NCI-60 drug combinations with 297,098 pairs across 59 cell lines (1) Drug 1: C1C(C(OC1N2C=NC3=C(N=C(N=C32)Cl)N)CO)O. Drug 2: C1=NC2=C(N1)C(=S)N=CN2. Cell line: TK-10. Synergy scores: CSS=39.1, Synergy_ZIP=-1.71, Synergy_Bliss=-4.54, Synergy_Loewe=-5.14, Synergy_HSA=-2.54. (2) Drug 1: C1C(C(OC1N2C=NC3=C(N=C(N=C32)Cl)N)CO)O. Drug 2: C1=NC(=NC(=O)N1C2C(C(C(O2)CO)O)O)N. Cell line: UACC62. Synergy scores: CSS=56.8, Synergy_ZIP=1.13, Synergy_Bliss=2.68, Synergy_Loewe=-0.446, Synergy_HSA=4.59. (3) Drug 1: CN(C)C1=NC(=NC(=N1)N(C)C)N(C)C. Drug 2: B(C(CC(C)C)NC(=O)C(CC1=CC=CC=C1)NC(=O)C2=NC=CN=C2)(O)O. Cell line: OVCAR-4. Synergy scores: CSS=-0.193, Synergy_ZIP=1.42, Synergy_Bliss=2.18, Synergy_Loewe=-0.100, Synergy_HSA=-1.19. (4) Drug 1: CC1=C(C=C(C=C1)C(=O)NC2=CC(=CC(=C2)C(F)(F)F)N3C=C(N=C3)C)NC4=NC=CC(=N4)C5=CN=CC=C5. Drug 2: C1C(C(OC1N2C=NC3=C2NC=NCC3O)CO)O. Cell line: A498. Synergy scores: CSS=1.60, Synergy_ZIP=1.50, Synergy_Bliss=1.27, Synergy_Loewe=1.56, Synergy_HSA=0.274. (5) Drug 1: CC1C(C(CC(O1)OC2CC(OC(C2O)C)OC3=CC4=CC5=C(C(=O)C(C(C5)C(C(=O)C(C(C)O)O)OC)OC6CC(C(C(O6)C)O)OC7CC(C(C(O7)C)O)OC8CC(C(C(O8)C)O)(C)O)C(=C4C(=C3C)O)O)O)O. Drug 2: COCCOC1=C(C=C2C(=C1)C(=NC=N2)NC3=CC=CC(=C3)C#C)OCCOC.Cl. Cell line: MOLT-4. Synergy scores: CSS=6.62, Synergy_ZIP=0.0235, Synergy_Bliss=-1.39, Synergy_Loewe=-42.3, Synergy_HSA=-2.15.